From a dataset of Forward reaction prediction with 1.9M reactions from USPTO patents (1976-2016). Predict the product of the given reaction. (1) Given the reactants [CH:1]1[C:10]2[C:5](=[CH:6][CH:7]=[CH:8][CH:9]=2)[CH:4]=[CH:3][C:2]=1[CH2:11][C:12]([OH:14])=O.[NH2:15][C@H:16]([C:18]([OH:20])=[O:19])[CH3:17], predict the reaction product. The product is: [CH2:1]([O:19][C:18](=[O:20])[C@H:16]([CH3:17])[NH:15][C:12](=[O:14])[CH2:11][C:2]1[CH:3]=[CH:4][C:5]2[C:10](=[CH:9][CH:8]=[CH:7][CH:6]=2)[CH:1]=1)[CH:2]([CH3:11])[CH3:3]. (2) Given the reactants [O:1]1[CH2:6][CH2:5][CH:4]([CH2:7][N:8]2[C:16]3[C:11](=[CH:12][C:13]([C:17](O)=[O:18])=[CH:14][CH:15]=3)[C:10]([C:20]([CH:22]3[C:24]([CH3:26])([CH3:25])[C:23]3([CH3:28])[CH3:27])=[O:21])=[CH:9]2)[CH2:3][CH2:2]1.[C:29](N1C=CN=C1)([N:31]1C=CN=C1)=O.CN, predict the reaction product. The product is: [CH3:29][NH:31][C:17]([C:13]1[CH:12]=[C:11]2[C:16](=[CH:15][CH:14]=1)[N:8]([CH2:7][CH:4]1[CH2:5][CH2:6][O:1][CH2:2][CH2:3]1)[CH:9]=[C:10]2[C:20]([CH:22]1[C:23]([CH3:28])([CH3:27])[C:24]1([CH3:25])[CH3:26])=[O:21])=[O:18]. (3) Given the reactants O=[C:2]1[C:10]2[C:5](=[CH:6][C:7]([C:11]([O:13][CH3:14])=[O:12])=[CH:8][CH:9]=2)[CH2:4][CH2:3]1.[CH3:15][O:16][C:17]1[CH:22]=[CH:21][C:20]([C@@H:23]([NH2:25])[CH3:24])=[CH:19][CH:18]=1.[BH4-].[Na+], predict the reaction product. The product is: [CH3:15][O:16][C:17]1[CH:22]=[CH:21][C:20]([C@@H:23]([NH:25][C@@H:2]2[C:10]3[C:5](=[CH:6][C:7]([C:11]([O:13][CH3:14])=[O:12])=[CH:8][CH:9]=3)[CH2:4][CH2:3]2)[CH3:24])=[CH:19][CH:18]=1. (4) Given the reactants [Cl:1][C:2]1[CH:3]=[C:4]([I:9])[C:5]([NH2:8])=[N:6][CH:7]=1.CO[CH:12]1[CH2:16][CH2:15][CH:14](OC)O1.Cl.ClC1C=CN=CC=1, predict the reaction product. The product is: [Cl:1][C:2]1[CH:3]=[C:4]([I:9])[C:5]([N:8]2[CH:12]=[CH:16][CH:15]=[CH:14]2)=[N:6][CH:7]=1. (5) Given the reactants [NH2:1][C:2]1[N:7]=[C:6]([C:8]2[CH:16]=[C:15]3[C:11]([C:12]([NH2:17])=[N:13][NH:14]3)=[CH:10][CH:9]=2)[CH:5]=[C:4](SC)[N:3]=1.OO.Cl.[CH3:23][CH:24]([CH:26]1[CH2:30][CH2:29][CH2:28][NH:27]1)[CH3:25].[C:31]([OH:37])([C:33]([F:36])([F:35])[F:34])=[O:32], predict the reaction product. The product is: [C:31]([OH:37])([C:33]([F:36])([F:35])[F:34])=[O:32].[NH2:1][C:2]1[N:7]=[C:6]([C:8]2[CH:16]=[C:15]3[C:11]([C:12]([NH2:17])=[N:13][NH:14]3)=[CH:10][CH:9]=2)[CH:5]=[C:4]([N:27]2[CH2:28][CH2:29][CH2:30][CH:26]2[CH:24]([CH3:25])[CH3:23])[N:3]=1. (6) Given the reactants [F:1][C:2]1[CH:7]=[CH:6][C:5]([C:8]2[S:12][C:11]([CH3:13])=[N:10][C:9]=2[C:14](Cl)=[O:15])=[CH:4][CH:3]=1.[Cl:17][C:18]1[CH:19]=[CH:20][C:21]2[O:25][C:24]([CH2:26][CH:27]3[NH:32][CH2:31][CH2:30][N:29]([CH3:33])[CH2:28]3)=[CH:23][C:22]=2[CH:34]=1, predict the reaction product. The product is: [Cl:17][C:18]1[CH:19]=[CH:20][C:21]2[O:25][C:24]([CH2:26][CH:27]3[CH2:28][N:29]([CH3:33])[CH2:30][CH2:31][N:32]3[C:14]([C:9]3[N:10]=[C:11]([CH3:13])[S:12][C:8]=3[C:5]3[CH:6]=[CH:7][C:2]([F:1])=[CH:3][CH:4]=3)=[O:15])=[CH:23][C:22]=2[CH:34]=1. (7) Given the reactants [OH:1][CH2:2][C@@H:3]([NH:5][C:6](=[O:16])[CH2:7][N:8]1[CH:12]=[C:11]([N+:13]([O-])=O)[CH:10]=[N:9]1)[CH3:4], predict the reaction product. The product is: [NH2:13][C:11]1[CH:10]=[N:9][N:8]([CH2:7][C:6]([NH:5][C@@H:3]([CH3:4])[CH2:2][OH:1])=[O:16])[CH:12]=1.